From a dataset of Full USPTO retrosynthesis dataset with 1.9M reactions from patents (1976-2016). Predict the reactants needed to synthesize the given product. (1) Given the product [NH:44]([C:1]([CH2:2][CH2:3][CH2:4][CH2:5][CH2:6][CH2:7][CH2:8][CH2:9][CH2:10][CH2:11][CH2:12][CH2:13][CH2:14][CH2:15][CH3:16])=[O:18])[CH2:42][C:43]([NH:31][C@H:32]([C:39]([OH:41])=[O:40])[CH2:33][C:34]1[N:38]=[CH:37][NH:36][CH:35]=1)=[O:52].[F:49][C:50]([C:51]([OH:53])=[O:52])([F:55])[F:54], predict the reactants needed to synthesize it. The reactants are: [C:1]([O:18]NCC(OC1CC(=O)NC1=O)=O)(=O)[CH2:2][CH2:3][CH2:4][CH2:5][CH2:6][CH2:7][CH2:8][CH2:9][CH2:10][CH2:11][CH2:12][CH2:13][CH2:14][CH2:15][CH3:16].[NH2:31][C@H:32]([C:39]([OH:41])=[O:40])[CH2:33][C:34]1[N:38]=[CH:37][NH:36][CH:35]=1.[CH2:42]([N:44](CC)CC)[CH3:43].[F:49][C:50]([F:55])([F:54])[C:51]([OH:53])=[O:52]. (2) Given the product [C:18]([NH:22][S:23]([C:26]1[CH:31]=[CH:30][C:29]([C:2]2[C:3]3[C:4]4[CH:17]=[CH:16][S:15][C:5]=4[C:6](=[O:14])[NH:7][C:8]=3[CH:9]=[CH:10][C:11]=2[O:12][CH3:13])=[CH:28][CH:27]=1)(=[O:25])=[O:24])([CH3:21])([CH3:19])[CH3:20], predict the reactants needed to synthesize it. The reactants are: Br[C:2]1[C:3]2[C:4]3[CH:17]=[CH:16][S:15][C:5]=3[C:6](=[O:14])[NH:7][C:8]=2[CH:9]=[CH:10][C:11]=1[O:12][CH3:13].[C:18]([NH:22][S:23]([C:26]1[CH:31]=[CH:30][C:29](B(O)O)=[CH:28][CH:27]=1)(=[O:25])=[O:24])([CH3:21])([CH3:20])[CH3:19]. (3) Given the product [CH2:24]([O:23][C:21]([NH:1][C@@:2]1([C:11]([OH:13])=[O:12])[CH2:7][CH2:6][C@@H:5]2[C@H:3]1[C@H:4]2[C:8]([OH:10])=[O:9])=[O:22])[CH:25]=[CH2:26], predict the reactants needed to synthesize it. The reactants are: [NH2:1][C@@:2]1([C:11]([OH:13])=[O:12])[CH2:7][CH2:6][C@@H:5]2[C@H:3]1[C@H:4]2[C:8]([OH:10])=[O:9].O1CCOCC1.Cl[C:21]([O:23][CH2:24][CH:25]=[CH2:26])=[O:22]. (4) Given the product [CH2:1]([O:3][C:4]1[C:12]2[CH2:11][N:10]([C:14]3[CH:15]=[CH:16][C:17]([CH2:20][C:21]([O:23][CH2:24][CH3:25])=[O:22])=[CH:18][CH:19]=3)[C:9](=[O:26])[C:8]=2[C:7]([O:27][CH2:28][CH3:29])=[C:6]2[CH:30]=[CH:31][CH:32]=[CH:33][C:5]=12)[CH3:2], predict the reactants needed to synthesize it. The reactants are: [CH2:1]([O:3][C:4]1[C:12]2[C:11](=O)[N:10]([C:14]3[CH:19]=[CH:18][C:17]([CH2:20][C:21]([O:23][CH2:24][CH3:25])=[O:22])=[CH:16][CH:15]=3)[C:9](=[O:26])[C:8]=2[C:7]([O:27][CH2:28][CH3:29])=[C:6]2[CH:30]=[CH:31][CH:32]=[CH:33][C:5]=12)[CH3:2].CCOCC. (5) Given the product [CH3:22][CH:21]([CH3:23])[C@H:13]([NH:12][C:2]1[CH:7]=[CH:6][C:5]([N+:8]([O-:10])=[O:9])=[CH:4][CH:3]=1)[C:14]([O:16][C:17]([CH3:20])([CH3:19])[CH3:18])=[O:15], predict the reactants needed to synthesize it. The reactants are: F[C:2]1[CH:7]=[CH:6][C:5]([N+:8]([O-:10])=[O:9])=[CH:4][CH:3]=1.Cl.[NH2:12][C@@H:13]([CH:21]([CH3:23])[CH3:22])[C:14]([O:16][C:17]([CH3:20])([CH3:19])[CH3:18])=[O:15].C([O-])([O-])=O.[K+].[K+].CCOC(C)=O. (6) Given the product [Cl:1][C:2]1[CH:7]=[C:6]([C:8]2([C:10]([F:11])([F:12])[F:13])[O:34][N:33]=[C:32]([C:35]3[CH:47]=[CH:46][C:38]([C:39]([O:41][C:42]([CH3:43])([CH3:44])[CH3:45])=[O:40])=[C:37]([CH3:48])[CH:36]=3)[CH2:9]2)[CH:5]=[C:4]([C:14]([F:15])([F:16])[F:17])[CH:3]=1, predict the reactants needed to synthesize it. The reactants are: [Cl:1][C:2]1[CH:7]=[C:6]([C:8]([C:10]([F:13])([F:12])[F:11])=[CH2:9])[CH:5]=[C:4]([C:14]([F:17])([F:16])[F:15])[CH:3]=1.C(=O)([O-])[O-].[K+].[K+].C(N(CC)CC)C.Cl/[C:32](/[C:35]1[CH:47]=[CH:46][C:38]([C:39]([O:41][C:42]([CH3:45])([CH3:44])[CH3:43])=[O:40])=[C:37]([CH3:48])[CH:36]=1)=[N:33]\[OH:34]. (7) Given the product [F:13][C:10]1[CH:11]=[CH:12][C:4]2[N:5]([CH:9]=1)[C:6](=[O:8])[CH:7]=[C:2]([C:22]1[CH:21]=[CH:20][C:18]3[N:19]=[C:15]([CH3:14])[O:16][C:17]=3[CH:23]=1)[N:3]=2, predict the reactants needed to synthesize it. The reactants are: Cl[C:2]1[N:3]=[C:4]2[CH:12]=[CH:11][C:10]([F:13])=[CH:9][N:5]2[C:6](=[O:8])[CH:7]=1.[CH3:14][C:15]1[O:16][C:17]2[CH:23]=[C:22](B3OC(C)(C)C(C)(C)O3)[CH:21]=[CH:20][C:18]=2[N:19]=1.C(Cl)Cl.C([O-])([O-])=O.[K+].[K+]. (8) Given the product [Br:8][C:5]1[N:4]=[C:3]([C:9]2[N:10]=[C:13]([CH3:14])[O:12][N:11]=2)[C:2]([NH2:1])=[N:7][CH:6]=1, predict the reactants needed to synthesize it. The reactants are: [NH2:1][C:2]1[C:3](/[C:9](=[N:11]\[O:12][C:13](=O)[CH3:14])/[NH2:10])=[N:4][C:5]([Br:8])=[CH:6][N:7]=1.CC(O)=O.C([O-])(O)=O.[Na+]. (9) Given the product [Cl:16][C:13]1[CH:14]=[CH:15][C:10]2[N:9]([C:17](=[O:30])[C:18]3[CH:19]=[CH:20][C:21]([CH:24]4[CH2:29][CH2:28][CH2:27][CH2:26][CH2:25]4)=[CH:22][CH:23]=3)[CH2:8][CH2:7][CH2:6][CH:5]([CH2:4][C:1]([N:50]3[CH2:51][CH2:52][N:47]([CH3:46])[CH2:48][CH2:49]3)=[O:3])[C:11]=2[CH:12]=1, predict the reactants needed to synthesize it. The reactants are: [C:1]([CH2:4][CH:5]1[C:11]2[CH:12]=[C:13]([Cl:16])[CH:14]=[CH:15][C:10]=2[N:9]([C:17](=[O:30])[C:18]2[CH:23]=[CH:22][C:21]([CH:24]3[CH2:29][CH2:28][CH2:27][CH2:26][CH2:25]3)=[CH:20][CH:19]=2)[CH2:8][CH2:7][CH2:6]1)([OH:3])=O.C1N(P(Cl)(N2C(=O)OCC2)=O)C(=O)OC1.[CH3:46][N:47]1[CH2:52][CH2:51][NH:50][CH2:49][CH2:48]1.C(N(CC)CC)C.